This data is from Catalyst prediction with 721,799 reactions and 888 catalyst types from USPTO. The task is: Predict which catalyst facilitates the given reaction. (1) Reactant: [NH:1]1[C:9]2[C:4](=[CH:5][CH:6]=[CH:7][CH:8]=2)[CH:3]=[C:2]1[C:10]([O:12][CH3:13])=[O:11].[H-].[Na+].Br[CH2:17][CH2:18][CH2:19][N:20]1[C:24](=[O:25])[C:23]2=[CH:26][CH:27]=[CH:28][CH:29]=[C:22]2[C:21]1=[O:30]. Product: [C:21]1(=[O:30])[N:20]([CH2:19][CH2:18][CH2:17][N:1]2[C:9]3[C:4](=[CH:5][CH:6]=[CH:7][CH:8]=3)[CH:3]=[C:2]2[C:10]([O:12][CH3:13])=[O:11])[C:24](=[O:25])[C:23]2=[CH:26][CH:27]=[CH:28][CH:29]=[C:22]12. The catalyst class is: 9. (2) Reactant: [C:1]1([C:22]2[CH:27]=[CH:26][CH:25]=[CH:24][CH:23]=2)[CH:6]=[CH:5][C:4]([CH2:7][S:8]([NH:11][C:12]2[CH:20]=[CH:19][C:15]([C:16]([OH:18])=[O:17])=[C:14]([OH:21])[CH:13]=2)(=[O:10])=[O:9])=[CH:3][CH:2]=1.[C:28](N1C=CN=C1)(N1C=CN=C1)=O.CO.N1C=CC=CC=1. Product: [C:1]1([C:22]2[CH:27]=[CH:26][CH:25]=[CH:24][CH:23]=2)[CH:2]=[CH:3][C:4]([CH2:7][S:8]([NH:11][C:12]2[CH:20]=[CH:19][C:15]([C:16]([O:18][CH3:28])=[O:17])=[C:14]([OH:21])[CH:13]=2)(=[O:9])=[O:10])=[CH:5][CH:6]=1. The catalyst class is: 23. (3) Reactant: [NH2:1][C:2]1[C:7]([C:8]([F:11])([F:10])[F:9])=[CH:6][C:5]([C:12]([F:15])([F:14])[F:13])=[CH:4][C:3]=1[NH:16][C:17](=O)[CH2:18][O:19][Si:20]([CH:23]([CH3:25])[CH3:24])([CH3:22])[CH3:21].[CH2:27]1COCC1. Product: [Si:20]([O:19][CH2:18][C:17]1[NH:1][C:2]2[C:7]([C:8]([F:11])([F:10])[F:9])=[CH:6][C:5]([C:12]([F:15])([F:14])[F:13])=[CH:4][C:3]=2[N:16]=1)([C:23]([CH3:27])([CH3:24])[CH3:25])([CH3:22])[CH3:21]. The catalyst class is: 15.